This data is from Catalyst prediction with 721,799 reactions and 888 catalyst types from USPTO. The task is: Predict which catalyst facilitates the given reaction. (1) Reactant: [Si]([O:8][C@H:9]([C:62]1[CH:67]=[CH:66][C:65]([F:68])=[CH:64][CH:63]=1)[CH2:10][S:11][C@H:12]1[C:15](=[O:16])[N:14]([C:17]2[CH:22]=[CH:21][C:20]([C:23]#[C:24][CH2:25][NH:26][S:27]([CH3:30])(=[O:29])=[O:28])=[CH:19][CH:18]=2)[C@@H:13]1[C:31]1[CH:61]=[CH:60][C:34]([O:35][CH2:36][C:37]([NH:39][CH2:40][C:41]([NH:43][C@@H:44]([C:57]([OH:59])=[O:58])[CH2:45][CH2:46][CH2:47][CH2:48][NH:49]C(OC(C)(C)C)=O)=[O:42])=[O:38])=[CH:33][CH:32]=1)(C(C)(C)C)(C)C.[N+]([O-])([O-])=O.[N+]([O-])([O-])=O.[N+]([O-])([O-])=O.[N+]([O-])([O-])=O.[Ce+4].[N+]([O-])(O)=O.O. Product: [F:68][C:65]1[CH:66]=[CH:67][C:62]([C@@H:9]([OH:8])[CH2:10][S:11][C@H:12]2[C:15](=[O:16])[N:14]([C:17]3[CH:18]=[CH:19][C:20]([C:23]#[C:24][CH2:25][NH:26][S:27]([CH3:30])(=[O:28])=[O:29])=[CH:21][CH:22]=3)[C@@H:13]2[C:31]2[CH:32]=[CH:33][C:34]([O:35][CH2:36][C:37]([NH:39][CH2:40][C:41]([NH:43][C@@H:44]([C:57]([OH:59])=[O:58])[CH2:45][CH2:46][CH2:47][CH2:48][NH2:49])=[O:42])=[O:38])=[CH:60][CH:61]=2)=[CH:63][CH:64]=1. The catalyst class is: 23. (2) Reactant: [CH:1]([C:3]1[CH:15]=[CH:14][C:6]([C:7]([N:9]([CH2:12][CH3:13])[CH2:10][CH3:11])=[O:8])=[CH:5][CH:4]=1)=O.N1[C:20]2[CH:21]=[CH:22][CH:23]=[CH:24][C:19]=2N=N1.[CH2:25]([N:28]1[CH2:33][C@H:32]([CH3:34])[NH:31][CH2:30][C@H:29]1[CH3:35])[CH:26]=[CH2:27].C1([Mg]Br)C=CC=CC=1. Product: [CH2:25]([N:28]1[C@H:29]([CH3:35])[CH2:30][N:31]([C@H:1]([C:3]2[CH:15]=[CH:14][C:6]([C:7]([N:9]([CH2:12][CH3:13])[CH2:10][CH3:11])=[O:8])=[CH:5][CH:4]=2)[C:19]2[CH:24]=[CH:23][CH:22]=[CH:21][CH:20]=2)[C@@H:32]([CH3:34])[CH2:33]1)[CH:26]=[CH2:27]. The catalyst class is: 93. (3) Reactant: [OH:1][CH2:2][CH2:3][O:4][C:5]1[CH:6]=[CH:7][C:8]([C:20]2[NH:29][C:28](=[O:30])[C:27]3[C:22](=[CH:23][CH:24]=[CH:25][CH:26]=3)[N:21]=2)=[N:9][C:10]=1[C:11]1[CH:16]=[CH:15][C:14]([S:17]([CH3:19])=[O:18])=[CH:13][CH:12]=1.C(N(CC)CC)C.[CH3:38][S:39](Cl)(=[O:41])=[O:40]. Product: [CH3:38][S:39]([O:1][CH2:2][CH2:3][O:4][C:5]1[C:10]([C:11]2[CH:16]=[CH:15][C:14]([S:17]([CH3:19])=[O:18])=[CH:13][CH:12]=2)=[N:9][C:8]([C:20]2[NH:29][C:28](=[O:30])[C:27]3[C:22](=[CH:23][CH:24]=[CH:25][CH:26]=3)[N:21]=2)=[CH:7][CH:6]=1)(=[O:41])=[O:40]. The catalyst class is: 4.